Dataset: Forward reaction prediction with 1.9M reactions from USPTO patents (1976-2016). Task: Predict the product of the given reaction. (1) Given the reactants [Cl:1][C:2]1[CH:7]=[C:6](I)[CH:5]=[C:4]([Cl:9])[N:3]=1, predict the reaction product. The product is: [Cl:1][C:2]1[CH:7]=[C:6]([C:6]2[CH:5]=[C:4]([Cl:9])[N:3]=[C:2]([Cl:1])[CH:7]=2)[CH:5]=[C:4]([Cl:9])[N:3]=1. (2) Given the reactants [C:1]([C:5]1[CH:48]=[CH:47][C:8]([CH2:9][O:10][C:11]2[CH:16]=[CH:15][CH:14]=[CH:13][C:12]=2[CH2:17][CH2:18][N:19]([CH2:35][CH2:36][C:37]2[CH:42]=[CH:41][C:40]([C:43]([O:45]C)=[O:44])=[CH:39][CH:38]=2)[CH:20]2[CH2:29][CH2:28][CH2:27][C:26]3[N:25]=[C:24]([C:30]([O:32]CC)=[O:31])[CH:23]=[CH:22][C:21]2=3)=[CH:7][CH:6]=1)([CH3:4])([CH3:3])[CH3:2].O.[OH-].[Li+], predict the reaction product. The product is: [C:1]([C:5]1[CH:48]=[CH:47][C:8]([CH2:9][O:10][C:11]2[CH:16]=[CH:15][CH:14]=[CH:13][C:12]=2[CH2:17][CH2:18][N:19]([CH2:35][CH2:36][C:37]2[CH:38]=[CH:39][C:40]([C:43]([OH:45])=[O:44])=[CH:41][CH:42]=2)[CH:20]2[CH2:29][CH2:28][CH2:27][C:26]3[N:25]=[C:24]([C:30]([OH:32])=[O:31])[CH:23]=[CH:22][C:21]2=3)=[CH:7][CH:6]=1)([CH3:4])([CH3:2])[CH3:3]. (3) Given the reactants [F:1][C:2]1[CH:7]=[CH:6][CH:5]=[C:4]([F:8])[C:3]=1[N:9]1[C:13]2[N:14]=[C:15](S(C)(=O)=O)[N:16]=[CH:17][C:12]=2[CH:11]=[C:10]1[C:22]([C:24]1[CH:29]=[CH:28][C:27]([F:30])=[CH:26][CH:25]=1)=[O:23].[NH2:31][CH:32]1[CH2:37][CH2:36][O:35][CH2:34][CH2:33]1, predict the reaction product. The product is: [F:1][C:2]1[CH:7]=[CH:6][CH:5]=[C:4]([F:8])[C:3]=1[N:9]1[C:13]2[N:14]=[C:15]([NH:31][CH:32]3[CH2:37][CH2:36][O:35][CH2:34][CH2:33]3)[N:16]=[CH:17][C:12]=2[CH:11]=[C:10]1[C:22]([C:24]1[CH:29]=[CH:28][C:27]([F:30])=[CH:26][CH:25]=1)=[O:23]. (4) Given the reactants [C:1]([O:5][C:6]([N:8]1[CH2:13][C@H:12]([CH2:14][O:15][C:16]2[CH:25]=[C:24]3[C:19]([CH:20]=[CH:21][CH:22]=[N:23]3)=[CH:18][CH:17]=2)[N:11]([C:26]2[CH:31]=[CH:30][C:29]([O:32][CH2:33][CH2:34][CH2:35][O:36][CH2:37][C:38]3[CH:43]=[CH:42][CH:41]=[CH:40][C:39]=3[O:44][CH3:45])=[CH:28][CH:27]=2)[C:10](=[O:46])[CH2:9]1)=[O:7])([CH3:4])([CH3:3])[CH3:2].[BH4-].[Na+].[Cl-].[NH4+].O, predict the reaction product. The product is: [C:1]([O:5][C:6]([N:8]1[CH2:13][C@H:12]([CH2:14][O:15][C:16]2[CH:25]=[C:24]3[C:19]([CH2:20][CH2:21][CH2:22][NH:23]3)=[CH:18][CH:17]=2)[N:11]([C:26]2[CH:31]=[CH:30][C:29]([O:32][CH2:33][CH2:34][CH2:35][O:36][CH2:37][C:38]3[CH:43]=[CH:42][CH:41]=[CH:40][C:39]=3[O:44][CH3:45])=[CH:28][CH:27]=2)[C:10](=[O:46])[CH2:9]1)=[O:7])([CH3:3])([CH3:4])[CH3:2].